From a dataset of NCI-60 drug combinations with 297,098 pairs across 59 cell lines. Regression. Given two drug SMILES strings and cell line genomic features, predict the synergy score measuring deviation from expected non-interaction effect. (1) Synergy scores: CSS=3.11, Synergy_ZIP=-4.53, Synergy_Bliss=-9.33, Synergy_Loewe=-27.0, Synergy_HSA=-8.27. Drug 1: C1=CC(=CC=C1CCCC(=O)O)N(CCCl)CCCl. Cell line: NCI-H226. Drug 2: C1=CN(C=N1)CC(O)(P(=O)(O)O)P(=O)(O)O. (2) Drug 1: C1=C(C(=O)NC(=O)N1)N(CCCl)CCCl. Drug 2: CCN(CC)CCCC(C)NC1=C2C=C(C=CC2=NC3=C1C=CC(=C3)Cl)OC. Cell line: NCIH23. Synergy scores: CSS=33.8, Synergy_ZIP=-2.75, Synergy_Bliss=0.626, Synergy_Loewe=-11.5, Synergy_HSA=3.61. (3) Drug 1: CNC(=O)C1=NC=CC(=C1)OC2=CC=C(C=C2)NC(=O)NC3=CC(=C(C=C3)Cl)C(F)(F)F. Drug 2: CN1C2=C(C=C(C=C2)N(CCCl)CCCl)N=C1CCCC(=O)O.Cl. Cell line: T-47D. Synergy scores: CSS=-1.05, Synergy_ZIP=5.72, Synergy_Bliss=-0.130, Synergy_Loewe=-0.676, Synergy_HSA=-1.03. (4) Drug 1: CC1C(C(CC(O1)OC2CC(CC3=C2C(=C4C(=C3O)C(=O)C5=C(C4=O)C(=CC=C5)OC)O)(C(=O)C)O)N)O.Cl. Drug 2: CC(C)CN1C=NC2=C1C3=CC=CC=C3N=C2N. Cell line: A498. Synergy scores: CSS=19.2, Synergy_ZIP=1.68, Synergy_Bliss=5.03, Synergy_Loewe=-7.92, Synergy_HSA=3.39. (5) Drug 1: COC1=C(C=C2C(=C1)N=CN=C2NC3=CC(=C(C=C3)F)Cl)OCCCN4CCOCC4. Drug 2: CC1=C(C(=CC=C1)Cl)NC(=O)C2=CN=C(S2)NC3=CC(=NC(=N3)C)N4CCN(CC4)CCO. Cell line: SK-OV-3. Synergy scores: CSS=52.7, Synergy_ZIP=4.40, Synergy_Bliss=4.21, Synergy_Loewe=8.29, Synergy_HSA=10.2. (6) Cell line: ACHN. Synergy scores: CSS=6.55, Synergy_ZIP=0.555, Synergy_Bliss=-0.0911, Synergy_Loewe=-6.68, Synergy_HSA=-1.45. Drug 2: CC(C1=C(C=CC(=C1Cl)F)Cl)OC2=C(N=CC(=C2)C3=CN(N=C3)C4CCNCC4)N. Drug 1: CC12CCC(CC1=CCC3C2CCC4(C3CC=C4C5=CN=CC=C5)C)O.